This data is from Full USPTO retrosynthesis dataset with 1.9M reactions from patents (1976-2016). The task is: Predict the reactants needed to synthesize the given product. (1) Given the product [CH3:1][C:2]1[N:6]([CH:7]2[CH2:13][CH:12]3[N:14]([CH2:15][CH2:16][C:17]4([C:33]5[CH:34]=[CH:35][CH:36]=[CH:37][CH:38]=5)[CH2:22][CH2:21][N:20]([CH:23]([C:27]5[CH:28]=[CH:29][CH:30]=[CH:31][CH:32]=5)[C:24]([O:26][CH3:43])=[O:25])[CH2:19][CH2:18]4)[CH:9]([CH2:10][CH2:11]3)[CH2:8]2)[C:5]2[CH:39]=[CH:40][CH:41]=[CH:42][C:4]=2[N:3]=1, predict the reactants needed to synthesize it. The reactants are: [CH3:1][C:2]1[N:6]([CH:7]2[CH2:13][CH:12]3[N:14]([CH2:15][CH2:16][C:17]4([C:33]5[CH:38]=[CH:37][CH:36]=[CH:35][CH:34]=5)[CH2:22][CH2:21][N:20]([CH:23]([C:27]5[CH:32]=[CH:31][CH:30]=[CH:29][CH:28]=5)[C:24]([OH:26])=[O:25])[CH2:19][CH2:18]4)[CH:9]([CH2:10][CH2:11]3)[CH2:8]2)[C:5]2[CH:39]=[CH:40][CH:41]=[CH:42][C:4]=2[N:3]=1.[CH3:43]O. (2) Given the product [Cl:24][C:19]1[CH:20]=[CH:21][CH:22]=[CH:23][C:18]=1[C:7]1[N:6]=[C:5]2[O:4][C:3]([C:25]([O:27][CH2:28][CH3:29])=[O:26])=[C:2]([NH:1][C:39](=[O:40])[C:38]([F:49])([F:48])[F:37])[C:10]2=[CH:9][C:8]=1[C:11]1[CH:16]=[CH:15][C:14]([Cl:17])=[CH:13][CH:12]=1, predict the reactants needed to synthesize it. The reactants are: [NH2:1][C:2]1[C:10]2[C:5](=[N:6][C:7]([C:18]3[CH:23]=[CH:22][CH:21]=[CH:20][C:19]=3[Cl:24])=[C:8]([C:11]3[CH:16]=[CH:15][C:14]([Cl:17])=[CH:13][CH:12]=3)[CH:9]=2)[O:4][C:3]=1[C:25]([O:27][CH2:28][CH3:29])=[O:26].C(N(CC)CC)C.[F:37][C:38]([F:49])([F:48])[C:39](O[C:39](=[O:40])[C:38]([F:49])([F:48])[F:37])=[O:40]. (3) Given the product [CH2:1]([NH:8][CH:9]1[CH2:15][CH2:14][CH2:13][C:12]2[C:16]([OH:20])=[CH:17][CH:18]=[CH:19][C:11]=2[CH2:10]1)[C:2]1[CH:3]=[CH:4][CH:5]=[CH:6][CH:7]=1, predict the reactants needed to synthesize it. The reactants are: [CH2:1]([NH:8][CH:9]1[CH2:15][CH2:14][CH2:13][C:12]2[C:16]([O:20]C)=[CH:17][CH:18]=[CH:19][C:11]=2[CH2:10]1)[C:2]1[CH:7]=[CH:6][CH:5]=[CH:4][CH:3]=1.B(Br)(Br)Br. (4) The reactants are: [C:1]([C:9]1[CH:47]=[CH:46][C:12]([CH2:13][C@H:14]([C:23]([NH:25][C:26]2[CH:27]=[N:28][CH:29]=[C:30]([C:32]([C:34]3[C:42]4[CH:41]=[N:40][CH:39]=[N:38][C:37]=4[N:36]([CH:43]([CH3:45])[CH3:44])[CH:35]=3)=[O:33])[CH:31]=2)=[O:24])[NH:15]C(OC(C)(C)C)=O)=[CH:11][CH:10]=1)(=[O:8])[C:2]1[CH:7]=[CH:6][CH:5]=[CH:4][CH:3]=1.Cl. Given the product [C:1]([C:9]1[CH:10]=[CH:11][C:12]([CH2:13][C@H:14]([C:23]([NH:25][C:26]2[CH:27]=[N:28][CH:29]=[C:30]([C:32]([C:34]3[C:42]4[CH:41]=[N:40][CH:39]=[N:38][C:37]=4[N:36]([CH:43]([CH3:44])[CH3:45])[CH:35]=3)=[O:33])[CH:31]=2)=[O:24])[NH2:15])=[CH:46][CH:47]=1)(=[O:8])[C:2]1[CH:3]=[CH:4][CH:5]=[CH:6][CH:7]=1, predict the reactants needed to synthesize it. (5) Given the product [F:1][CH:2]([F:23])[O:3][C:4]1[C:5]([O:22][CH2:30][CH2:31][CH3:32])=[C:6]([C:12]2[CH:20]=[CH:19][CH:18]=[C:17]3[C:13]=2[CH2:14][CH2:15][C:16]3=[O:21])[CH:7]=[CH:8][C:9]=1[O:10][CH3:11], predict the reactants needed to synthesize it. The reactants are: [F:1][CH:2]([F:23])[O:3][C:4]1[C:5]([OH:22])=[C:6]([C:12]2[CH:20]=[CH:19][CH:18]=[C:17]3[C:13]=2[CH2:14][CH2:15][C:16]3=[O:21])[CH:7]=[CH:8][C:9]=1[O:10][CH3:11].C(=O)([O-])[O-].[K+].[K+].[CH2:30](Br)[CH2:31][CH3:32]. (6) Given the product [CH3:3][C:2]([CH3:24])([S@:4]([NH:6][C@@:7]([C:17]1[CH:22]=[CH:21][CH:20]=[CH:19][C:18]=1[F:23])([CH3:16])[C:8]([F:14])([F:15])[CH:9]=[C:44]([F:50])[C:45]([O:47][CH2:48][CH3:49])=[O:46])=[O:5])[CH3:1], predict the reactants needed to synthesize it. The reactants are: [CH3:1][C:2]([CH3:24])([S@:4]([NH:6][C@@:7]([C:17]1[CH:22]=[CH:21][CH:20]=[CH:19][C:18]=1[F:23])([CH3:16])[C:8]([F:15])([F:14])[C:9](OCC)=O)=[O:5])[CH3:3].CC(C[AlH]CC(C)C)C.[Cl-].[Li+].C(OP([CH:44]([F:50])[C:45]([O:47][CH2:48][CH3:49])=[O:46])(OCC)=O)C.C(N(CC)C(C)C)(C)C. (7) Given the product [NH:24]1[CH2:23][CH:22]=[C:21]([C:16]2[C:15]([CH:13]3[CH2:12][N:11]([C:2]4[CH:3]=[CH:4][C:5]5[C:10](=[CH:9][CH:8]=[CH:7][CH:6]=5)[N:1]=4)[CH2:14]3)=[N:20][CH:19]=[CH:18][N:17]=2)[CH2:26][CH2:25]1, predict the reactants needed to synthesize it. The reactants are: [N:1]1[C:10]2[C:5](=[CH:6][CH:7]=[CH:8][CH:9]=2)[CH:4]=[CH:3][C:2]=1[N:11]1[CH2:14][CH:13]([C:15]2[C:16]([C:21]3[CH2:26][CH2:25][N:24](C(OC(C)(C)C)=O)[CH2:23][CH:22]=3)=[N:17][CH:18]=[CH:19][N:20]=2)[CH2:12]1.C(O)(C(F)(F)F)=O. (8) Given the product [OH:22][C:21]1[C:20]2[C:15](=[N:16][CH:17]=[CH:18][CH:19]=2)[N:14]([CH2:23][CH2:24][CH:25]([CH3:27])[CH3:26])[C:13](=[O:28])[C:12]=1[C:7]1[NH:6][C:5]2[CH:29]=[CH:30][C:2]([NH:1][S:40]([C:35]3[CH:36]=[CH:37][CH:38]=[CH:39][C:34]=3[N+:31]([O-:33])=[O:32])(=[O:41])=[O:42])=[CH:3][C:4]=2[S:9](=[O:11])(=[O:10])[N:8]=1, predict the reactants needed to synthesize it. The reactants are: [NH2:1][C:2]1[CH:30]=[CH:29][C:5]2[NH:6][C:7]([C:12]3[C:13](=[O:28])[N:14]([CH2:23][CH2:24][CH:25]([CH3:27])[CH3:26])[C:15]4[C:20]([C:21]=3[OH:22])=[CH:19][CH:18]=[CH:17][N:16]=4)=[N:8][S:9](=[O:11])(=[O:10])[C:4]=2[CH:3]=1.[N+:31]([C:34]1[CH:39]=[CH:38][CH:37]=[CH:36][C:35]=1[S:40](Cl)(=[O:42])=[O:41])([O-:33])=[O:32]. (9) Given the product [C:39]([N:4]([CH2:5][CH2:6][O:7][C:8]1[CH:13]=[CH:12][C:11]([C:14]2[N:19]=[C:18]([C:20]#[N:21])[C:17]3[N:22]=[CH:23][N:24]([CH3:25])[C:16]=3[CH:15]=2)=[CH:10][C:9]=1[C:26]([F:27])([F:28])[F:29])[CH:1]([CH3:3])[CH3:2])(=[O:41])[CH3:40], predict the reactants needed to synthesize it. The reactants are: [CH:1]([NH:4][CH2:5][CH2:6][O:7][C:8]1[CH:13]=[CH:12][C:11]([C:14]2[N:19]=[C:18]([C:20]#[N:21])[C:17]3[N:22]=[CH:23][N:24]([CH3:25])[C:16]=3[CH:15]=2)=[CH:10][C:9]=1[C:26]([F:29])([F:28])[F:27])([CH3:3])[CH3:2].CCN(C(C)C)C(C)C.[C:39](Cl)(=[O:41])[CH3:40]. (10) Given the product [Cl:22][C:2]1[C:3]2[C:10]3[CH:11]=[C:12]([C:15]([O:17][CH2:18][CH3:19])=[O:16])[CH:13]=[CH:14][C:9]=3[S:8][C:4]=2[N:5]=[CH:6][N:7]=1, predict the reactants needed to synthesize it. The reactants are: O[C:2]1[C:3]2[C:10]3[CH:11]=[C:12]([C:15]([O:17][CH2:18][CH3:19])=[O:16])[CH:13]=[CH:14][C:9]=3[S:8][C:4]=2[N:5]=[CH:6][N:7]=1.O=P(Cl)(Cl)[Cl:22].